Task: Predict the product of the given reaction.. Dataset: Forward reaction prediction with 1.9M reactions from USPTO patents (1976-2016) (1) Given the reactants [OH-:1].[Na+].[C:3]1(=[O:10])[NH:9][CH2:8][CH2:7][CH2:6][CH2:5][CH2:4]1, predict the reaction product. The product is: [NH2:9][CH2:8][CH2:7][CH2:6][CH2:5][CH2:4][C:3]([OH:10])=[O:1]. (2) Given the reactants C([O:3][C:4](=[O:24])[CH2:5][CH2:6][CH2:7][CH2:8][CH2:9][CH2:10][CH2:11][N:12]([CH3:23])[S:13]([C:16]1[CH:21]=[CH:20][C:19]([CH3:22])=[CH:18][CH:17]=1)(=[O:15])=[O:14])C, predict the reaction product. The product is: [CH3:23][N:12]([S:13]([C:16]1[CH:21]=[CH:20][C:19]([CH3:22])=[CH:18][CH:17]=1)(=[O:15])=[O:14])[CH2:11][CH2:10][CH2:9][CH2:8][CH2:7][CH2:6][CH2:5][C:4]([OH:24])=[O:3].